Dataset: HIV replication inhibition screening data with 41,000+ compounds from the AIDS Antiviral Screen. Task: Binary Classification. Given a drug SMILES string, predict its activity (active/inactive) in a high-throughput screening assay against a specified biological target. (1) The molecule is CCC(=O)C1(c2ccccc2)CCN(C)CC1. The result is 0 (inactive). (2) The compound is C=C=C(C(=O)OC)S(=O)c1ccc([N+](=O)[O-])cc1[N+](=O)[O-]. The result is 0 (inactive). (3) The drug is COc1ccc(C(=O)C(=NNc2ccccc2)c2ccc(OC)cc2)cc1. The result is 0 (inactive). (4) The molecule is COc1ccc(C2c3ccccc3C3(O)CC2CC(=O)O3)cc1. The result is 0 (inactive). (5) The molecule is O=c1oc(NCCCl)nc2ccccc12. The result is 0 (inactive). (6) The molecule is CCn1c2ccccc2n2c(=O)c3c(c(C#N)c12)CCCC3. The result is 0 (inactive).